From a dataset of Experimentally validated miRNA-target interactions with 360,000+ pairs, plus equal number of negative samples. Binary Classification. Given a miRNA mature sequence and a target amino acid sequence, predict their likelihood of interaction. (1) The miRNA is hsa-miR-5692a with sequence CAAAUAAUACCACAGUGGGUGU. The protein sequence of the target gene is MAASQTSQTVASHVPFADLCSTLERIQKSKGRAEKIRHFREFLDSWRKFHDALHKNHKDVTDSFYPAMRLILPQLERERMAYGIKETMLAKLYIELLNLPRDGKDALKLLNYRTPTGTHGDAGDFAMIAYFVLKPRCLQKGSLTIQQVNDLLDSIASNNSAKRKDLIKKSLLQLITQSSALEQKWLIRMIIKDLKLGVSQQTIFSVFHNDAAELHNVTTDLEKVCRQLHDPSVGLSDISITLFSAFKPMLAAIADIEHIEKDMKHQSFYIETKLDGERMQMHKDGDVYKYFSRNGYNYTD.... Result: 0 (no interaction). (2) Result: 1 (interaction). The protein sequence of the target gene is MPRIDADLKLDFKDVLLRPKRSSLKSRAEVDLERTFTFRNSKQTYSGIPIIVANMDTVGTFEMAAVMSQHSMFTAIHKHYSLDDWKLFATNHPECLQNVAVSSGSGQNDLEKMTSILEAVPQVKFICLDVANGYSEHFVEFVKLVRAKFPEHTIMAGNVVTGEMVEELILSGADIIKVGVGPGSVCTTRTKTGVGYPQLSAVIECADSAHGLKGHIISDGGCTCPGDVAKAFGAGADFVMLGGMFSGHTECAGEVFERNGRKLKLFYGMSSDTAMNKHAGGVAEYRASEGKTVEVPYKGD.... The miRNA is hsa-miR-6852-3p with sequence UGUCCUCUGUUCCUCAG. (3) The miRNA is hsa-miR-1-3p with sequence UGGAAUGUAAAGAAGUAUGUAU. The protein sequence of the target gene is MVVFVGRRLPALLGLFKKKGSAKAENDKHLSVGPGQGPGSAVDEHQDNVFFPSGRPPHLEELHTQAQEGLRSLQHQEKQKLNKGGWDHGDTQSIQSSRTGPDEDNISFCSQTTSYVAESSTAEDALSIRSEMIQRKGSTFRPHDSFPKSGKSGRRRRERRSTVLGLPQHVQKELGLRNEREAPGTPRAPGARDAVRIPTVDGRPRGTSGMGARVSLQALEAEAEAGAETEAMLQRHIDRVYRDDTFVGRSTGTRAPPLTRPMSLAVPGLTGGAGPAEPLSPAMSISPQATYLSKLIPHAV.... Result: 1 (interaction). (4) The miRNA is hsa-miR-6761-3p with sequence UCCUACGCUGCUCUCUCACUCC. The protein sequence of the target gene is MEVMEGPLNLAHQQSRRADRLLAAGKYEEAISCHKKAAAYLSEAMKLTQSEQAHLSLELQRDSHMKQLLLIQERWKRAQREERLKAQQNTDKDAAAHLQTSHKPSAEDAEGQSPLSQKYSPSTEKCLPEIQGIFDRDPDTLLYLLQQKSEPAEPCIGSKAPKDDKTIIEEQATKIADLKRHVEFLVAENERLRKENKQLKAEKARLLKGPIEKELDVDADFVETSELWSLPPHAETATASSTWQKFAANTGKAKDIPIPNLPPLDFPSPELPLMELSEDILKGFMNN. Result: 0 (no interaction). (5) The miRNA is hsa-miR-501-5p with sequence AAUCCUUUGUCCCUGGGUGAGA. The protein sequence of the target gene is MEATLEQHLEDTMKNPSIVGVLCTDSQGLNLGCRGTLSDEHAGVISVLAQQAAKLTSDPTDIPVVCLESDNGNIMIQKHDGITVAVHKMAS. Result: 1 (interaction). (6) The miRNA is mmu-miR-100-5p with sequence AACCCGUAGAUCCGAACUUGUG. The protein sequence of the target gene is MKVLLLKDAKEDDSGLDPYIQELRLCGLEATLIPVLSFEFMSLPSLSEKLSHPEGFGGLIFTSPRAVEAVKLCLEKDNKTEAWEKSLKDRWNAKSVYVVGSATASLVNKIGLDAEGAGSGNAEKLAEYICSKPSSELPLLFPCGTIKGDTLPKMLKDKGIPMESMHVYQTVPHPGIQGSLKSYYEDQGIPASITFFSPSGLKYSLEYIQALSGSSFDQIKFIAIGPSTTRAMAAKGLPVSCTAESPTPQALAAGIRNVLKPNHCC. Result: 0 (no interaction). (7) The miRNA is hsa-miR-30d-5p with sequence UGUAAACAUCCCCGACUGGAAG. The protein sequence of the target gene is MSLRIDVDTNFPECVVDAGKVTLGTQQRQEMDPRLREKQNEIILRAVCALLNSGGGIIKAEIENKGYNYERHGVGLDVPPIFRSHLDKMQKENHFLIFVKSWNTEAGVPLATLCSNLYHRERTSTDVMDSQEALAFLKCRTQTPTNINVSNSLGPQAAQGSVQYEGNINVSAAALFDRKRLQYLEKLNLPESTHVEFVMFSTDVSHCVKDRLPKCVSAFANTEGGYVFFGVHDETCQVIGCEKEKIDLTSLRASIDGCIKKLPVHHFCTQRPEIKYVLNFLEVHDKGALRGYVCAIKVEK.... Result: 1 (interaction). (8) The miRNA is mmu-miR-7211-5p with sequence UCUUUCCCUCUGCCACUCCACC. The protein sequence of the target gene is MAAELSMGPELPTSPLAMEYVNDFDLLKFDVKKEPLGRAERPGRPCTRLQPAGSVSSTPLSTPCSSVPSSPSFSPTEQKTHLEDLYWMASNYQQMNPEALNLTPEDAVEALIGSHPVPQPLQSFDSFRGAHHHHHHHHPHPHHAYPGAGVAHDELGPHAHPHHHHHHQASPPPSSAASPAQQLPTSHPGPGPHATASATAAGGNGSVEDRFSDDQLVSMSVRELNRHLRGFTKDEVIRLKQKRRTLKNRGYAQSCRYKRVQQKHHLENEKTQLIQQVEQLKQEVSRLARERDAYKVKCEK.... Result: 0 (no interaction). (9) The miRNA is hsa-miR-576-3p with sequence AAGAUGUGGAAAAAUUGGAAUC. The protein sequence of the target gene is MQPRTPLTLCVLLSQVLLVTSADDLECTPGFQRKVLHIHQPAEFIEDQPVLNLTFNDCKGNEKLHYEVSSPHFKVNSDGTLVALRNITAVGRTLFVHARTPHAEDMAELVIVGGKDIQGSLQDIFKFARTSPVPRQKRSIVVSPILIPENQRQPFPRDVGKVVDSDRPEGSKFRLTGKGVDQDPKGTFRINENTGSVSVTRTLDRETIATYQLYVETTDASGKTLEGPVPLEVIVIDQNDNRPIFREGPYIGHVMEGSPTGTTVMRMTAFDADDPATDNALLRYNIRQQTPDKPSPNMFY.... Result: 0 (no interaction). (10) Result: 0 (no interaction). The miRNA is hsa-miR-4526 with sequence GCUGACAGCAGGGCUGGCCGCU. The protein sequence of the target gene is MAAEATAVAGSGAVGGCLAKDGLQQSKCPDTTPKRRRASSLSRDAERRAYQWCREYLGGAWRRVQPEELRVYPVSGGLSNLLFRCSLPDHLPSVGEEPREVLLRLYGAILQGVDSLVLESVMFAILAERSLGPQLYGVFPEGRLEQYIPSRPLKTQELREPVLSAAIATKMAQFHGMEMPFTKEPHWLFGTMERYLKQIQDLPPTGLPEMNLLEMYSLKDEMGNLRKLLESTPSPVVFCHNDIQEGNILLLSEPENADSLMLVDFEYSSYNYRGFDIGNHFCEWVYDYTHEEWPFYKARP....